From a dataset of Reaction yield outcomes from USPTO patents with 853,638 reactions. Predict the reaction yield, written as a fraction of the theoretical maximum amount of product (1.0 means a 100% yield; for example, 0.34 means a 34% yield). (1) The reactants are C(OC([NH:8][C:9]1[C:10]([C:19]([NH:21][C@@H:22]([CH:27]2[CH2:32][CH2:31][CH2:30][CH2:29][CH2:28]2)[C:23]([O:25][CH3:26])=[O:24])=[O:20])=[CH:11][C:12]2[C:17]([CH:18]=1)=[CH:16][CH:15]=[CH:14][CH:13]=2)=O)(C)(C)C.[ClH:33]. The catalyst is C(Cl)Cl.O1CCOCC1. The product is [ClH:33].[NH2:8][C:9]1[C:10]([C:19]([NH:21][C@@H:22]([CH:27]2[CH2:32][CH2:31][CH2:30][CH2:29][CH2:28]2)[C:23]([O:25][CH3:26])=[O:24])=[O:20])=[CH:11][C:12]2[C:17]([CH:18]=1)=[CH:16][CH:15]=[CH:14][CH:13]=2. The yield is 1.00. (2) The reactants are [C:1]([C:5]1[CH:23]=[CH:22][C:8]([C:9]([NH:11][S:12]([C:15]2[CH:20]=[CH:19][CH:18]=[C:17](Cl)[N:16]=2)(=[O:14])=[O:13])=[O:10])=[C:7]([N:24]2[CH2:28][CH:27]([CH3:29])[CH2:26][C:25]2([CH3:31])[CH3:30])[N:6]=1)([CH3:4])([CH3:3])[CH3:2].[CH3:32][O:33][C:34]1[CH:39]=[CH:38][C:37]([CH2:40][OH:41])=[CH:36][CH:35]=1.C(=O)([O-])[O-].[Cs+].[Cs+].Cl. The catalyst is CS(C)=O.O. The product is [C:1]([C:5]1[N:6]=[C:7]([N:24]2[CH2:28][CH:27]([CH3:29])[CH2:26][C:25]2([CH3:31])[CH3:30])[C:8]([C:9]([NH:11][S:12]([C:15]2[CH:20]=[CH:19][CH:18]=[C:17]([O:41][CH2:40][C:37]3[CH:38]=[CH:39][C:34]([O:33][CH3:32])=[CH:35][CH:36]=3)[N:16]=2)(=[O:14])=[O:13])=[O:10])=[CH:22][CH:23]=1)([CH3:4])([CH3:3])[CH3:2]. The yield is 0.289. (3) The reactants are [C:1]1([C:9]([CH2:11][C:12]2[CH:19]=[CH:18][C:15]([O:16]C)=[CH:14][CH:13]=2)=[O:10])[CH:8]=[CH:7][C:4]([O:5]C)=[CH:3][CH:2]=1.Cl.N1C=CC=CC=1. The catalyst is O. The product is [OH:5][C:4]1[CH:7]=[CH:8][C:1]([C:9]([CH2:11][C:12]2[CH:13]=[CH:14][C:15]([OH:16])=[CH:18][CH:19]=2)=[O:10])=[CH:2][CH:3]=1. The yield is 0.850.